Dataset: Full USPTO retrosynthesis dataset with 1.9M reactions from patents (1976-2016). Task: Predict the reactants needed to synthesize the given product. (1) Given the product [CH3:11][S:10][C:8]1[S:9][C:5]([C:3]([O:2][CH3:1])=[O:4])=[C:6]([NH:12][C:18]([NH2:17])=[O:19])[N:7]=1, predict the reactants needed to synthesize it. The reactants are: [CH3:1][O:2][C:3]([C:5]1[S:9][C:8]([S:10][CH3:11])=[N:7][C:6]=1[NH2:12])=[O:4].ClS([N:17]=[C:18]=[O:19])(=O)=O.Cl.C(=O)([O-])[O-].[Na+].[Na+].C(=O)(O)[O-].[Na+]. (2) Given the product [N:44]1[NH:43][C:42]([C:40]2[NH:39][C:38]3[CH:51]=[C:34]([C:29]4[CH:28]=[C:27]([OH:25])[CH:32]=[CH:31][CH:30]=4)[CH:35]=[CH:36][C:37]=3[N:41]=2)=[C:50]2[C:45]=1[CH:46]=[CH:47][CH:48]=[CH:49]2, predict the reactants needed to synthesize it. The reactants are: N1NC(C2NC3C=C(C4C=CC([OH:25])=CC=4)C=CC=3N=2)=C2C=1C=CC=C2.Cl[C:27]1[CH:28]=[C:29]([C:34]2[CH:35]=[CH:36][C:37]3[N:41]=[C:40]([C:42]4[NH:43][N:44]=[C:45]5[C:50]=4[CH:49]=[CH:48][CH:47]=[CH:46]5)[NH:39][C:38]=3[CH:51]=2)[CH:30]=[CH:31][C:32]=1Cl. (3) The reactants are: Br[C:2]1[CH:15]=[CH:14][C:5]2[CH:6]=[C:7]([C:9]([O:11]CC)=O)[S:8][C:4]=2[CH:3]=1.[CH2:16]1[C:20]2([CH2:25][CH2:24][NH:23][CH2:22][CH2:21]2)[CH2:19][CH2:18][N:17]1C(OC(C)(C)C)=O.[O-]P([O-])([O-])=O.[K+].[K+].[K+].[NH2:41][C:42]1[CH:43]=[C:44]([C:56]2[CH:61]=[CH:60][CH:59]=[CH:58][CH:57]=2)[CH:45]=[CH:46][C:47]=1[NH:48]C(=O)OC(C)(C)C.F[P-](F)(F)(F)(F)F.N1(O[P+](N(C)C)(N(C)C)N(C)C)C2C=CC=CC=2N=N1.CCN(C(C)C)C(C)C. Given the product [NH2:48][C:47]1[CH:46]=[CH:45][C:44]([C:56]2[CH:61]=[CH:60][CH:59]=[CH:58][CH:57]=2)=[CH:43][C:42]=1[NH:41][C:9]([C:7]1[S:8][C:4]2[CH:3]=[C:2]([N:23]3[CH2:22][CH2:21][C:20]4([CH2:16][NH:17][CH2:18][CH2:19]4)[CH2:25][CH2:24]3)[CH:15]=[CH:14][C:5]=2[CH:6]=1)=[O:11], predict the reactants needed to synthesize it. (4) Given the product [F:1][CH:2]([CH2:21][CH2:22][CH3:23])[CH2:3][N:4]1[CH2:9][CH2:8][CH:7]([NH2:10])[CH2:6][CH2:5]1, predict the reactants needed to synthesize it. The reactants are: [F:1][CH:2]([CH2:21][CH2:22][CH3:23])[CH2:3][N:4]1[CH2:9][CH2:8][CH:7]([NH:10]C(=O)OCC2C=CC=CC=2)[CH2:6][CH2:5]1. (5) Given the product [Cl:1][C:2]1[CH:3]=[CH:4][N:5]2[CH:10]=[C:9]([CH:11]=[O:20])[N:8]([C:12]3[CH:17]=[CH:16][CH:15]=[C:14]([F:18])[CH:13]=3)[C:7](=[O:19])[C:6]=12, predict the reactants needed to synthesize it. The reactants are: [Cl:1][C:2]1[CH:3]=[CH:4][N:5]2[CH:10]=[C:9]([CH3:11])[N:8]([C:12]3[CH:17]=[CH:16][CH:15]=[C:14]([F:18])[CH:13]=3)[C:7](=[O:19])[C:6]=12.[O:20]1CCOCC1. (6) Given the product [Br:12][CH2:3][C:4]([CH:6]1[CH2:11][CH2:10][O:9][CH2:8][CH2:7]1)=[O:5], predict the reactants needed to synthesize it. The reactants are: [N+](=[CH:3][C:4]([CH:6]1[CH2:11][CH2:10][O:9][CH2:8][CH2:7]1)=[O:5])=[N-].[BrH:12].C(O)(=O)C. (7) Given the product [CH:1]1([CH2:6][C@H:7]([CH2:27][N:28]([CH:37]=[O:38])[OH:29])[C:8]([N:10]2[C@H:14]([C:15]([NH:17][C:18]3[C:23]([O:24][CH3:25])=[N:22][CH:21]=[CH:20][N:19]=3)=[O:16])[CH2:13][CH2:12][N:11]2[CH3:26])=[O:9])[CH2:2][CH2:3][CH2:4][CH2:5]1, predict the reactants needed to synthesize it. The reactants are: [CH:1]1([CH2:6][C@H:7]([CH2:27][N:28]([CH:37]=[O:38])[O:29]CC2C=CC=CC=2)[C:8]([N:10]2[C@H:14]([C:15]([NH:17][C:18]3[C:23]([O:24][CH3:25])=[N:22][CH:21]=[CH:20][N:19]=3)=[O:16])[CH2:13][CH2:12][N:11]2[CH3:26])=[O:9])[CH2:5][CH2:4][CH2:3][CH2:2]1.